This data is from Blood-brain barrier permeability classification from the B3DB database. The task is: Regression/Classification. Given a drug SMILES string, predict its absorption, distribution, metabolism, or excretion properties. Task type varies by dataset: regression for continuous measurements (e.g., permeability, clearance, half-life) or binary classification for categorical outcomes (e.g., BBB penetration, CYP inhibition). Dataset: b3db_classification. (1) The molecule is COc1ccccc1OC(=O)CNC(=O)Cc1ccc(C(=O)c2ccc(C)cc2)n1C. The result is 0 (does not penetrate BBB). (2) The compound is CNC1C(OC2C(OC3C(O)C(O)C(N=C(N)N)C(O)C3N=C(N)N)OC(C)C2(O)CO)OC(CO)C(O)C1O. The result is 0 (does not penetrate BBB).